From a dataset of NCI-60 drug combinations with 297,098 pairs across 59 cell lines. Regression. Given two drug SMILES strings and cell line genomic features, predict the synergy score measuring deviation from expected non-interaction effect. (1) Drug 1: CN(C)N=NC1=C(NC=N1)C(=O)N. Drug 2: CN1C2=C(C=C(C=C2)N(CCCl)CCCl)N=C1CCCC(=O)O.Cl. Cell line: MDA-MB-435. Synergy scores: CSS=-6.58, Synergy_ZIP=3.06, Synergy_Bliss=1.84, Synergy_Loewe=-3.73, Synergy_HSA=-2.89. (2) Drug 1: CC1=C(C(CCC1)(C)C)C=CC(=CC=CC(=CC(=O)O)C)C. Drug 2: CC(C)CN1C=NC2=C1C3=CC=CC=C3N=C2N. Cell line: PC-3. Synergy scores: CSS=0.416, Synergy_ZIP=0.632, Synergy_Bliss=-0.160, Synergy_Loewe=-0.838, Synergy_HSA=-1.76. (3) Drug 1: C1=CC=C(C(=C1)C(C2=CC=C(C=C2)Cl)C(Cl)Cl)Cl. Drug 2: C1C(C(OC1N2C=NC(=NC2=O)N)CO)O. Cell line: BT-549. Synergy scores: CSS=8.42, Synergy_ZIP=-1.21, Synergy_Bliss=1.72, Synergy_Loewe=-15.2, Synergy_HSA=-0.480.